This data is from Catalyst prediction with 721,799 reactions and 888 catalyst types from USPTO. The task is: Predict which catalyst facilitates the given reaction. (1) Reactant: [CH3:1][C:2]1[CH:3]=[C:4]([CH:26]=[CH:27][C:28]=1[N+:29]([O-:31])=[O:30])[C:5]([C:7]1[CH:12]=[CH:11][C:10]([O:13]C(=O)C2C=CC([N+]([O-])=O)=C(C)C=2)=[CH:9][CH:8]=1)=[O:6].C(O)C.[OH-].[Na+]. Product: [OH:13][C:10]1[CH:11]=[CH:12][C:7]([C:5]([C:4]2[CH:26]=[CH:27][C:28]([N+:29]([O-:31])=[O:30])=[C:2]([CH3:1])[CH:3]=2)=[O:6])=[CH:8][CH:9]=1. The catalyst class is: 6. (2) Reactant: [O:1]=[C:2]1[N:13]([CH:14]2[CH:21]3[CH2:22][C:17]4([C:24](O)=[O:25])[CH2:18][CH:19]([CH2:23][CH:15]2[CH2:16]4)[CH2:20]3)[C:5]2=[C:6]3[CH:12]=[CH:11][NH:10][C:7]3=[N:8][CH:9]=[C:4]2[NH:3]1.Cl.[NH2:28][CH2:29][C:30]#[N:31].ON1C2C=CC=CC=2N=N1.C(N(C(C)C)CC)(C)C.Cl.C(N=C=NCCCN(C)C)C. Product: [C:29]([CH2:30][NH:31][C:24]([C:17]12[CH2:22][CH:21]3[CH2:20][CH:19]([CH2:23][CH:15]([CH:14]3[N:13]3[C:5]4=[C:6]5[CH:12]=[CH:11][NH:10][C:7]5=[N:8][CH:9]=[C:4]4[NH:3][C:2]3=[O:1])[CH2:16]1)[CH2:18]2)=[O:25])#[N:28]. The catalyst class is: 255. (3) Reactant: [Cl:1][C:2]1[CH:28]=[CH:27][C:5]2[N:6]3[C:10]([CH2:11][NH:12][CH2:13][C:4]=2[CH:3]=1)=[N:9][N:8]=[C:7]3[C@H:14]1[CH2:19][CH2:18][C@H:17]([C:20]2[C:25]([F:26])=[CH:24][CH:23]=[CH:22][N:21]=2)[CH2:16][CH2:15]1.C(N(CC)CC)C.[CH3:36][N:37]([CH3:42])[S:38](Cl)(=[O:40])=[O:39]. Product: [CH3:36][N:37]([CH3:42])[S:38]([N:12]1[CH2:11][C:10]2[N:6]([C:7]([C@H:14]3[CH2:19][CH2:18][C@H:17]([C:20]4[C:25]([F:26])=[CH:24][CH:23]=[CH:22][N:21]=4)[CH2:16][CH2:15]3)=[N:8][N:9]=2)[C:5]2[CH:27]=[CH:28][C:2]([Cl:1])=[CH:3][C:4]=2[CH2:13]1)(=[O:40])=[O:39]. The catalyst class is: 4.